Task: Predict the reaction yield, written as a fraction of the theoretical maximum amount of product (1.0 means a 100% yield; for example, 0.34 means a 34% yield).. Dataset: Reaction yield outcomes from USPTO patents with 853,638 reactions (1) The reactants are Cl[C:2]1[CH:7]=[CH:6][N:5]=[C:4]2[CH:8]=[C:9]([C:11]([N:13]3[CH2:17][CH2:16][C@@H:15]([N:18]([CH3:26])[C:19](=[O:25])[O:20][C:21]([CH3:24])([CH3:23])[CH3:22])[CH2:14]3)=[O:12])[S:10][C:3]=12.[CH3:27][NH:28][C:29]([C:31]1[C:39]2[C:34](=[CH:35][C:36]([OH:40])=[CH:37][CH:38]=2)[N:33]([CH3:41])[C:32]=1[CH3:42])=[O:30].C([O-])([O-])=O.[Cs+].[Cs+]. No catalyst specified. The product is [C:21]([O:20][C:19](=[O:25])[N:18]([C@@H:15]1[CH2:16][CH2:17][N:13]([C:11]([C:9]2[S:10][C:3]3[C:4](=[N:5][CH:6]=[CH:7][C:2]=3[O:40][C:36]3[CH:35]=[C:34]4[C:39]([C:31]([C:29]([NH:28][CH3:27])=[O:30])=[C:32]([CH3:42])[N:33]4[CH3:41])=[CH:38][CH:37]=3)[CH:8]=2)=[O:12])[CH2:14]1)[CH3:26])([CH3:24])([CH3:23])[CH3:22]. The yield is 0.400. (2) The reactants are [C:1]([C:5]1[NH:6][C:7]2[CH:13]=[C:12]([NH2:14])[CH:11]=[CH:10][C:8]=2[N:9]=1)([CH3:4])([CH3:3])[CH3:2].[Br:15]Br. The catalyst is CC(O)=O. The product is [C:1]([C:5]1[NH:6][C:7]2[C:13]([Br:15])=[C:12]([NH2:14])[CH:11]=[CH:10][C:8]=2[N:9]=1)([CH3:4])([CH3:2])[CH3:3]. The yield is 0.670. (3) The reactants are [O:1]1[C:6]2[CH:7]=[CH:8][CH:9]=[CH:10][C:5]=2[N:4]([CH:11]([C:18]2[CH:23]=[CH:22][CH:21]=[CH:20][CH:19]=2)[CH:12]([OH:17])[C:13]([NH:15][CH3:16])=O)[CH2:3][CH2:2]1.B.Cl. The catalyst is O1CCCC1. The product is [O:1]1[C:6]2[CH:7]=[CH:8][CH:9]=[CH:10][C:5]=2[N:4]([CH:11]([C:18]2[CH:23]=[CH:22][CH:21]=[CH:20][CH:19]=2)[CH:12]([OH:17])[CH2:13][NH:15][CH3:16])[CH2:3][CH2:2]1. The yield is 0.980. (4) The reactants are C[O:2][C:3]1[CH:4]=[C:5]2[C:10](=[CH:11][CH:12]=1)[N:9]=[CH:8][C:7]([C:13]([OH:15])=[O:14])=[CH:6]2.B(Br)(Br)Br. The catalyst is ClCCl. The product is [OH:2][C:3]1[CH:4]=[C:5]2[C:10](=[CH:11][CH:12]=1)[N:9]=[CH:8][C:7]([C:13]([OH:15])=[O:14])=[CH:6]2. The yield is 0.970. (5) The yield is 0.0440. The reactants are [S:1](=[O:33])(=[O:32])([O:3][CH2:4][C@@H:5]1[CH2:9][C@@H:8]([N:10]2[C:14]3[N:15]=[CH:16][N:17]=[C:18]([NH:19][CH2:20][CH:21]4[CH2:23][CH2:22]4)[C:13]=3[CH:12]=[CH:11]2)[CH2:7][C@@H:6]1[O:24][Si](C(C)(C)C)(C)C)[NH2:2]. The catalyst is C1COCC1.N1C=CC=CC=1.F.N1C=CC=CC=1. The product is [S:1](=[O:32])(=[O:33])([O:3][CH2:4][C@@H:5]1[CH2:9][C@@H:8]([N:10]2[C:14]3[N:15]=[CH:16][N:17]=[C:18]([NH:19][CH2:20][CH:21]4[CH2:22][CH2:23]4)[C:13]=3[CH:12]=[CH:11]2)[CH2:7][C@@H:6]1[OH:24])[NH2:2].